Regression. Given two drug SMILES strings and cell line genomic features, predict the synergy score measuring deviation from expected non-interaction effect. From a dataset of NCI-60 drug combinations with 297,098 pairs across 59 cell lines. (1) Synergy scores: CSS=15.5, Synergy_ZIP=-0.392, Synergy_Bliss=6.14, Synergy_Loewe=2.38, Synergy_HSA=5.45. Cell line: MALME-3M. Drug 2: C1CCC(C(C1)N)N.C(=O)(C(=O)[O-])[O-].[Pt+4]. Drug 1: CNC(=O)C1=CC=CC=C1SC2=CC3=C(C=C2)C(=NN3)C=CC4=CC=CC=N4. (2) Drug 1: CCC1=C2CN3C(=CC4=C(C3=O)COC(=O)C4(CC)O)C2=NC5=C1C=C(C=C5)O. Drug 2: CC1=C(C(=CC=C1)Cl)NC(=O)C2=CN=C(S2)NC3=CC(=NC(=N3)C)N4CCN(CC4)CCO. Cell line: SR. Synergy scores: CSS=52.0, Synergy_ZIP=-0.185, Synergy_Bliss=-2.39, Synergy_Loewe=-28.6, Synergy_HSA=-1.41. (3) Synergy scores: CSS=23.7, Synergy_ZIP=-0.309, Synergy_Bliss=-1.34, Synergy_Loewe=-10.6, Synergy_HSA=-1.20. Cell line: DU-145. Drug 2: C(CN)CNCCSP(=O)(O)O. Drug 1: CC(CN1CC(=O)NC(=O)C1)N2CC(=O)NC(=O)C2. (4) Drug 1: CCC1=CC2CC(C3=C(CN(C2)C1)C4=CC=CC=C4N3)(C5=C(C=C6C(=C5)C78CCN9C7C(C=CC9)(C(C(C8N6C)(C(=O)OC)O)OC(=O)C)CC)OC)C(=O)OC.C(C(C(=O)O)O)(C(=O)O)O. Drug 2: C1=CC(=CC=C1CC(C(=O)O)N)N(CCCl)CCCl.Cl. Cell line: U251. Synergy scores: CSS=46.1, Synergy_ZIP=-5.95, Synergy_Bliss=-0.397, Synergy_Loewe=-8.81, Synergy_HSA=0.696. (5) Drug 1: C1CC(=O)NC(=O)C1N2C(=O)C3=CC=CC=C3C2=O. Drug 2: C(CN)CNCCSP(=O)(O)O. Cell line: MCF7. Synergy scores: CSS=-0.678, Synergy_ZIP=-0.984, Synergy_Bliss=-2.95, Synergy_Loewe=-3.22, Synergy_HSA=-3.47. (6) Drug 1: CC1=C2C(C(=O)C3(C(CC4C(C3C(C(C2(C)C)(CC1OC(=O)C(C(C5=CC=CC=C5)NC(=O)C6=CC=CC=C6)O)O)OC(=O)C7=CC=CC=C7)(CO4)OC(=O)C)O)C)OC(=O)C. Drug 2: CC=C1C(=O)NC(C(=O)OC2CC(=O)NC(C(=O)NC(CSSCCC=C2)C(=O)N1)C(C)C)C(C)C. Cell line: HCT-15. Synergy scores: CSS=-2.41, Synergy_ZIP=1.53, Synergy_Bliss=0.159, Synergy_Loewe=-0.881, Synergy_HSA=-2.66.